The task is: Predict the product of the given reaction.. This data is from Forward reaction prediction with 1.9M reactions from USPTO patents (1976-2016). Given the reactants C(OC([NH:7][C@@H:8]([CH:77]([CH3:79])[CH3:78])[C:9]([NH:11][C@H:12]([C:21]([NH:23][C:24]1[CH:29]=[CH:28][C:27]([C:30]2[CH2:31][C@@H:32]3[N:38]([CH:39]=2)[C:37](=[O:40])[C:36]2[CH:41]=[C:42]([O:75][CH3:76])[C:43]([O:45][CH2:46][CH2:47][CH2:48][O:49][C:50]4[C:72]([O:73][CH3:74])=[CH:71][C:53]5[C:54](=[O:70])[N:55]6[CH:61]=[C:60]([C:62]7[CH:67]=[CH:66][C:65]([O:68][CH3:69])=[CH:64][CH:63]=7)[CH2:59][C@H:56]6[CH:57]=[N:58][C:52]=5[CH:51]=4)=[CH:44][C:35]=2[N:34]=[CH:33]3)=[CH:26][CH:25]=1)=[O:22])[CH2:13][CH2:14][C:15]([O:17]CC=C)=[O:16])=[O:10])=O)C=C.C1C=CC(P(C2C=CC=CC=2)C2C=CC=CC=2)=CC=1.N1CCCC1, predict the reaction product. The product is: [NH2:7][C@@H:8]([CH:77]([CH3:79])[CH3:78])[C:9]([NH:11][C@H:12]([C:21]([NH:23][C:24]1[CH:25]=[CH:26][C:27]([C:30]2[CH2:31][C@@H:32]3[N:38]([CH:39]=2)[C:37](=[O:40])[C:36]2[CH:41]=[C:42]([O:75][CH3:76])[C:43]([O:45][CH2:46][CH2:47][CH2:48][O:49][C:50]4[C:72]([O:73][CH3:74])=[CH:71][C:53]5[C:54](=[O:70])[N:55]6[CH:61]=[C:60]([C:62]7[CH:67]=[CH:66][C:65]([O:68][CH3:69])=[CH:64][CH:63]=7)[CH2:59][C@H:56]6[CH:57]=[N:58][C:52]=5[CH:51]=4)=[CH:44][C:35]=2[N:34]=[CH:33]3)=[CH:28][CH:29]=1)=[O:22])[CH2:13][CH2:14][C:15]([OH:17])=[O:16])=[O:10].